Dataset: Reaction yield outcomes from USPTO patents with 853,638 reactions. Task: Predict the reaction yield, written as a fraction of the theoretical maximum amount of product (1.0 means a 100% yield; for example, 0.34 means a 34% yield). (1) The reactants are [S:1]([O-:6])(O[O-])(=O)=[O:2].[K+].[K+].[Cl:9][C:10]1[CH:15]=[CH:14][C:13]([CH2:16][C:17]([NH:19][C:20]2[CH:21]=[N:22][CH:23]=[C:24]([C:26]([C:28]3[C:36]4[CH:35]=[N:34][CH:33]=[N:32][C:31]=4[N:30]([CH2:37]SC)[CH:29]=3)=[O:27])[CH:25]=2)=[O:18])=[CH:12][CH:11]=1.S(S([O-])=O)([O-])(=O)=O.[Na+].[Na+].[CH3:49]O. The catalyst is O. The product is [Cl:9][C:10]1[CH:15]=[CH:14][C:13]([CH2:16][C:17]([NH:19][C:20]2[CH:21]=[N:22][CH:23]=[C:24]([C:26]([C:28]3[C:36]4[CH:35]=[N:34][CH:33]=[N:32][C:31]=4[N:30]([CH2:37][S:1]([CH3:49])(=[O:6])=[O:2])[CH:29]=3)=[O:27])[CH:25]=2)=[O:18])=[CH:12][CH:11]=1. The yield is 0.170. (2) The reactants are [Br:1][C:2]1[CH:3]=[N:4][NH:5][CH:6]=1.[C:7](Cl)([Cl:9])=[O:8].Cl.Cl.[NH2:13][C@@H:14]1[CH:19]2[CH2:20][CH2:21][N:16]([CH2:17][CH2:18]2)[CH2:15]1.[OH-].[Na+]. The catalyst is CCOC(C)=O.C1COCC1. The product is [ClH:9].[N:16]12[CH2:21][CH2:20][CH:19]([CH2:18][CH2:17]1)[C@@H:14]([NH:13][C:7]([N:4]1[CH:3]=[C:2]([Br:1])[CH:6]=[N:5]1)=[O:8])[CH2:15]2. The yield is 0.250. (3) The reactants are [F:1][C:2]1[CH:7]=[CH:6][C:5]([C:8]2[C:9]([O:11][C:12](=[O:14])[CH:13]=2)=[O:10])=[CH:4][CH:3]=1.[F-].[Cs+].[C:17]([Si](C)(C)C)([F:20])([F:19])[F:18]. The catalyst is C(#N)C.C(OCC)C. The product is [F:18][C:17]([F:20])([F:19])[C:9](=[O:10])[C:8]([C:5]1[CH:6]=[CH:7][C:2]([F:1])=[CH:3][CH:4]=1)=[CH:13][C:12]([OH:11])=[O:14]. The yield is 0.720. (4) The reactants are [N:1]([CH2:4][CH:5]1[CH2:9][C:8]2[CH:10]=[CH:11][CH:12]=[C:13]([C:14]3[CH:19]=[CH:18][CH:17]=[CH:16][C:15]=3[Cl:20])[C:7]=2[O:6]1)=[N+]=[N-]. The catalyst is [Pt]. The product is [Cl:20][C:15]1[CH:16]=[CH:17][CH:18]=[CH:19][C:14]=1[C:13]1[C:7]2[O:6][CH:5]([CH2:4][NH2:1])[CH2:9][C:8]=2[CH:10]=[CH:11][CH:12]=1. The yield is 0.570. (5) The reactants are [Cl:1][C:2]1[CH:3]=[C:4]([C:12]([OH:14])=O)[CH:5]=[N:6][C:7]=1[O:8][CH:9]([CH3:11])[CH3:10].CN(C(ON1N=NC2C=CC=NC1=2)=[N+](C)C)C.F[P-](F)(F)(F)(F)F.CCN(C(C)C)C(C)C.O[NH:49][C:50](=[NH:69])[C:51]1[C:52]([CH3:68])=[C:53]2[C:58](=[CH:59][CH:60]=1)[CH2:57][N:56]([C:61]([O:63][C:64]([CH3:67])([CH3:66])[CH3:65])=[O:62])[CH2:55][CH2:54]2. The catalyst is CN(C=O)C. The product is [Cl:1][C:2]1[CH:3]=[C:4]([C:12]2[O:14][N:49]=[C:50]([C:51]3[C:52]([CH3:68])=[C:53]4[C:58](=[CH:59][CH:60]=3)[CH2:57][N:56]([C:61]([O:63][C:64]([CH3:66])([CH3:65])[CH3:67])=[O:62])[CH2:55][CH2:54]4)[N:69]=2)[CH:5]=[N:6][C:7]=1[O:8][CH:9]([CH3:10])[CH3:11]. The yield is 0.690. (6) The reactants are S(=O)(=O)(O)N.P([O-])(O)(O)=O.[Na+].[CH3:12][C:13]([C:16]1[CH:17]=[CH:18][C:19]([OH:24])=[C:20]([CH:23]=1)[CH:21]=[O:22])([CH3:15])[CH3:14].Cl([O-])=[O:26].[Na+].S([O-])([O-])=O.[Na+].[Na+].Cl. The catalyst is O1CCOCC1.O. The product is [CH3:15][C:13]([C:16]1[CH:23]=[C:20]([C:21]([OH:26])=[O:22])[C:19]([OH:24])=[CH:18][CH:17]=1)([CH3:12])[CH3:14]. The yield is 0.774. (7) The reactants are C([O:3][C:4](=O)[CH2:5][C:6]1[N:7]=[C:8]([NH:11][C:12](=[O:28])[CH:13]([C:20]2[CH:25]=[CH:24][C:23]([Cl:26])=[C:22]([Cl:27])[CH:21]=2)[CH2:14][CH:15]2[CH2:19][CH2:18][CH2:17][CH2:16]2)[S:9][CH:10]=1)C.[BH4-].[Na+]. The catalyst is O1CCCC1. The product is [CH:15]1([CH2:14][CH:13]([C:20]2[CH:25]=[CH:24][C:23]([Cl:26])=[C:22]([Cl:27])[CH:21]=2)[C:12]([NH:11][C:8]2[S:9][CH:10]=[C:6]([CH2:5][CH2:4][OH:3])[N:7]=2)=[O:28])[CH2:19][CH2:18][CH2:17][CH2:16]1. The yield is 0.580. (8) The reactants are [OH-].[K+].[Cl:3][C:4]1[CH:9]=[CH:8][C:7]([CH2:10][OH:11])=[CH:6][CH:5]=1.Cl[C:13]1[N:18]=[CH:17][NH:16][C:15]2=[N:19][CH:20]=[CH:21][C:14]=12. The catalyst is O. The product is [Cl:3][C:4]1[CH:9]=[CH:8][C:7]([CH2:10][O:11][C:13]2[C:14]3[CH:21]=[CH:20][NH:19][C:15]=3[N:16]=[CH:17][N:18]=2)=[CH:6][CH:5]=1. The yield is 0.250. (9) The reactants are [Br:1][C:2]1[C:11]2[C:6](=[CH:7][CH:8]=[CH:9][CH:10]=2)[C:5](N)=[C:4]([CH3:13])[CH:3]=1.Cl.N([O-])=O.[Na+].C([BH3-])#N.[Na+]. The catalyst is O1CCCC1.O. The product is [Br:1][C:2]1[C:11]2[C:6](=[CH:7][CH:8]=[CH:9][CH:10]=2)[CH:5]=[C:4]([CH3:13])[CH:3]=1. The yield is 0.360.